From a dataset of Full USPTO retrosynthesis dataset with 1.9M reactions from patents (1976-2016). Predict the reactants needed to synthesize the given product. (1) Given the product [CH3:17][C:16]([CH3:18])=[CH:15][CH2:14][CH2:13][C:11]1[NH:10][N:9]=[C:8]([C:6]([OH:7])=[O:5])[CH:12]=1, predict the reactants needed to synthesize it. The reactants are: [OH-].[Na+].C([O:5][C:6]([C:8]1[CH:12]=[C:11]([CH2:13][CH2:14][CH:15]=[C:16]([CH3:18])[CH3:17])[NH:10][N:9]=1)=[O:7])C. (2) Given the product [C:1]([O:5][C:6](=[O:7])[NH:8][C:9]1([CH:18]([C:19](=[O:20])[NH:30][CH2:23][C:24]2[CH:29]=[CH:28][CH:27]=[CH:26][CH:25]=2)[OH:22])[CH2:17][C:16]2[C:11](=[CH:12][CH:13]=[CH:14][CH:15]=2)[CH2:10]1)([CH3:4])([CH3:3])[CH3:2], predict the reactants needed to synthesize it. The reactants are: [C:1]([O:5][C:6]([NH:8][C:9]1([CH:18]([OH:22])[C:19](O)=[O:20])[CH2:17][C:16]2[C:11](=[CH:12][CH:13]=[CH:14][CH:15]=2)[CH2:10]1)=[O:7])([CH3:4])([CH3:3])[CH3:2].[CH2:23]([NH2:30])[C:24]1[CH:29]=[CH:28][CH:27]=[CH:26][CH:25]=1.C(N(CC)C(C)C)(C)C.CN(C(ON1N=NC2C=CC=NC1=2)=[N+](C)C)C.F[P-](F)(F)(F)(F)F. (3) The reactants are: [Cl:1][C:2]1[N:3]=[C:4]([N:13]2[CH2:18][CH2:17][O:16][CH2:15][CH2:14]2)[C:5]2[S:10][C:9]([CH:11]=O)=[CH:8][C:6]=2[N:7]=1.Cl.Cl.[CH:21]1([N:24]2[CH2:29][CH2:28][NH:27][CH2:26][CH2:25]2)[CH2:23][CH2:22]1.ClC1N=C(N2CCOCC2)C2C=C(CN3CCN(C4CC4)CC3)SC=2N=1. Given the product [Cl:1][C:2]1[N:3]=[C:4]([N:13]2[CH2:18][CH2:17][O:16][CH2:15][CH2:14]2)[C:5]2[S:10][C:9]([CH2:11][N:27]3[CH2:28][CH2:29][N:24]([CH:21]4[CH2:23][CH2:22]4)[CH2:25][CH2:26]3)=[CH:8][C:6]=2[N:7]=1, predict the reactants needed to synthesize it. (4) Given the product [Cl:35][C:19]1[C:18]2[CH:20]=[CH:21][CH:22]=[C:23]([N:24]3[CH2:28][CH2:27][CH2:26][CH2:25]3)[C:17]=2[O:16][C:15]=1[C:13]([NH:12][C:8]1[CH:9]=[CH:10][CH:11]=[C:6]([Cl:5])[CH:7]=1)=[N:36][OH:37], predict the reactants needed to synthesize it. The reactants are: ClC(Cl)C.[Cl:5][C:6]1[CH:7]=[C:8]([NH:12][C:13]([C:15]2[O:16][C:17]3[C:23]([N:24]4[CH2:28][CH2:27][CH2:26][CH2:25]4)=[CH:22][CH:21]=[CH:20][C:18]=3[CH:19]=2)=O)[CH:9]=[CH:10][CH:11]=1.P(Cl)(Cl)(Cl)(Cl)Cl.[ClH:35].[NH2:36][OH:37].C(N(CC)CC)C. (5) Given the product [CH2:1]([O:3][C:4]([C:6]1[S:7][C:8]([S:20][CH3:21])=[C:9]([C:18]#[N:19])[C:10]=1[C:11]1[CH:16]=[CH:15][C:14]([N:22]2[CH2:27][CH2:26][O:25][CH2:24][CH2:23]2)=[CH:13][CH:12]=1)=[O:5])[CH3:2], predict the reactants needed to synthesize it. The reactants are: [CH2:1]([O:3][C:4]([C:6]1[S:7][C:8]([S:20][CH3:21])=[C:9]([C:18]#[N:19])[C:10]=1[C:11]1[CH:16]=[CH:15][C:14](I)=[CH:13][CH:12]=1)=[O:5])[CH3:2].[NH:22]1[CH2:27][CH2:26][O:25][CH2:24][CH2:23]1.C(=O)([O-])[O-].C1C=CC(P(C2C=CC3C(=CC=CC=3)C=2C2C3C(=CC=CC=3)C=CC=2P(C2C=CC=CC=2)C2C=CC=CC=2)C2C=CC=CC=2)=CC=1. (6) Given the product [CH3:13][O:12][C:10]1[C:9]([S:14][CH2:15][C:7]2[CH:8]=[CH:9][C:10]([C:18]3[CH:23]=[CH:22][CH:21]=[C:20]([O:24][C:25]([F:28])([F:27])[F:26])[CH:19]=3)=[CH:11][CH:6]=2)=[CH:8][C:7]([CH3:15])=[C:6]([CH:11]=1)[O:5][CH2:4][C:3]([OH:2])=[O:16], predict the reactants needed to synthesize it. The reactants are: C[O:2][C:3](=[O:16])[CH2:4][O:5][C:6]1[CH:11]=[C:10]([O:12][CH3:13])[C:9]([SH:14])=[CH:8][C:7]=1[CH3:15].Br[C:18]1[CH:23]=[CH:22][CH:21]=[C:20]([O:24][C:25]([F:28])([F:27])[F:26])[CH:19]=1. (7) Given the product [O:16]=[C:15]1[C:14]2[C:9](=[CH:10][CH:11]=[CH:12][N:13]=2)[N:8]([CH2:17][C:18]2([C:23]3[CH:28]=[CH:27][CH:26]=[CH:25][CH:24]=3)[CH2:19][CH2:20][CH2:21][CH2:22]2)[CH:7]=[C:6]1[C:4]([OH:5])=[O:3], predict the reactants needed to synthesize it. The reactants are: C([O:3][C:4]([C:6]1[C:15](=[O:16])[C:14]2[C:9](=[CH:10][CH:11]=[CH:12][N:13]=2)[N:8]([CH2:17][C:18]2([C:23]3[CH:28]=[CH:27][CH:26]=[CH:25][CH:24]=3)[CH2:22][CH2:21][CH2:20][CH2:19]2)[CH:7]=1)=[O:5])C.C1(C2C=CC=CC=2)C=CC=CC=1CN1C2C(=NC=CC=2)C(=O)C(C(O)=O)=C1. (8) Given the product [F:39][C:2]1([F:1])[O:6][C:5]2[CH:7]=[CH:8][C:9]([C:11]3([C:14]([NH:16][C:17]4[CH:22]=[CH:21][C:20]([CH3:23])=[C:19]([C:24]5[CH:29]=[CH:28][CH:27]=[C:26]([O:30][CH2:31][C@@H:32]([OH:33])[CH2:36][OH:35])[CH:25]=5)[N:18]=4)=[O:15])[CH2:13][CH2:12]3)=[CH:10][C:4]=2[O:3]1, predict the reactants needed to synthesize it. The reactants are: [F:1][C:2]1([F:39])[O:6][C:5]2[CH:7]=[CH:8][C:9]([C:11]3([C:14]([NH:16][C:17]4[CH:22]=[CH:21][C:20]([CH3:23])=[C:19]([C:24]5[CH:29]=[CH:28][CH:27]=[C:26]([O:30][CH2:31][C@@H:32]6[CH2:36][O:35]C(C)(C)[O:33]6)[CH:25]=5)[N:18]=4)=[O:15])[CH2:13][CH2:12]3)=[CH:10][C:4]=2[O:3]1.CC1C=CC(S(O)(=O)=O)=CC=1. (9) Given the product [CH2:12]([O:14][C:15]([C:16]1[C:17]([CH3:18])=[N:11][N:10]([CH2:3][C:4]2[CH:9]=[CH:8][CH:7]=[CH:6][CH:5]=2)[C:20]=1[CH3:21])=[O:23])[CH3:13], predict the reactants needed to synthesize it. The reactants are: Cl.Cl.[CH2:3]([NH:10][NH2:11])[C:4]1[CH:9]=[CH:8][CH:7]=[CH:6][CH:5]=1.[CH2:12]([O:14][C:15](=[O:23])[CH:16]([C:20](=O)[CH3:21])[C:17](=O)[CH3:18])[CH3:13].N1C=CC=CC=1. (10) Given the product [Si:1]([O:8][C:9]1[CH:14]=[CH:13][C:12](/[CH:15]=[CH:16]/[C:17](=[O:25])[CH:18]([CH3:28])[C:19](=[O:24])[C:20]([CH3:21])([CH3:23])[CH3:22])=[CH:11][C:10]=1[O:26][CH3:27])([C:4]([CH3:6])([CH3:7])[CH3:5])([CH3:2])[CH3:3], predict the reactants needed to synthesize it. The reactants are: [Si:1]([O:8][C:9]1[CH:14]=[CH:13][C:12](/[CH:15]=[CH:16]/[C:17](=[O:25])[CH2:18][C:19](=[O:24])[C:20]([CH3:23])([CH3:22])[CH3:21])=[CH:11][C:10]=1[O:26][CH3:27])([C:4]([CH3:7])([CH3:6])[CH3:5])([CH3:3])[CH3:2].[CH3:28]C(C)([O-])C.[K+].CI.O.